The task is: Predict the reaction yield, written as a fraction of the theoretical maximum amount of product (1.0 means a 100% yield; for example, 0.34 means a 34% yield).. This data is from Reaction yield outcomes from USPTO patents with 853,638 reactions. (1) The catalyst is CN1C(=O)CCC1. The product is [CH3:20][C:18]1[CH:19]=[C:14]([N:10]2[CH2:9][CH2:8][C:7]3[C:12](=[CH:3][N:4]=[CH:5][CH:6]=3)[CH2:11]2)[CH:15]=[CH:16][C:17]=1[N+:21]([O-:23])=[O:22]. The reactants are Cl.Cl.[CH2:3]1[C:12]2[C:7](=[CH:8][CH:9]=[N:10][CH:11]=2)[CH2:6][CH2:5][NH:4]1.F[C:14]1[CH:15]=[CH:16][C:17]([N+:21]([O-:23])=[O:22])=[C:18]([CH3:20])[CH:19]=1.C([O-])([O-])=O.[Na+].[Na+]. The yield is 0.450. (2) The reactants are [C:1](=[O:19])([O:17][CH3:18])[O:2][C:3]1[C:8]([N+:9]([O-])=O)=[CH:7][C:6]([F:12])=[CH:5][C:4]=1[C:13]([CH3:16])([CH3:15])[CH3:14].C([O-])=O.[NH4+]. The catalyst is CCO.[Pd]. The product is [C:1](=[O:19])([O:17][CH3:18])[O:2][C:3]1[C:8]([NH2:9])=[CH:7][C:6]([F:12])=[CH:5][C:4]=1[C:13]([CH3:14])([CH3:15])[CH3:16]. The yield is 0.270. (3) The reactants are B1C2CCCC1CCC2.C([O:17][C@H:18]1[C@@H:27]([O:28]CC2C=CC=CC=2)[C@H:26]([O:36]CC2C=CC=CC=2)[C@@H:25]([CH2:44][O:45]CC2C=CC=CC=2)[O:24][C@@H:19]1[O:20][CH2:21][CH:22]=[CH2:23])C1C=CC=CC=1.[OH-:53].[Na+].OO. The catalyst is C1COCC1. The product is [CH:19]1([O:20][CH:21]([OH:53])[CH2:22][CH3:23])[O:24][C@H:25]([CH2:44][OH:45])[C@@H:26]([OH:36])[C@H:27]([OH:28])[C@@H:18]1[OH:17]. The yield is 0.550. (4) The yield is 0.160. The catalyst is C1COCC1.C(Cl)Cl.[Zn].O. The product is [Br:22][C:10]1[C:11](=[O:18])[CH:12]2[CH:16]([C:9]=1[C:6]1[CH:7]=[CH:8][C:3]([OH:2])=[CH:4][CH:5]=1)[CH2:15][C:14](=[CH2:17])[CH2:13]2. The reactants are C[O:2][C:3]1[CH:8]=[CH:7][C:6]([C:9]2[CH:16]3[CH:12]([CH2:13][C:14](=[CH2:17])[CH2:15]3)[C:11](=[O:18])[CH:10]=2)=[CH:5][CH:4]=1.BrBr.B(Br)(Br)[Br:22].CC(O)=O. (5) The reactants are C(O)(C(F)(F)F)=O.[Cl:8][C:9]1[S:13][CH:12]=[C:11]([C:14]2[O:18][N:17]=[C:16]([C@H:19]3[CH2:24][C@@H:23]4[C@@H:21]([CH2:22]4)[N:20]3C(OC(C)(C)C)=O)[CH:15]=2)[CH:10]=1. The catalyst is C(Cl)Cl. The product is [Cl:8][C:9]1[S:13][CH:12]=[C:11]([C:14]2[O:18][N:17]=[C:16]([C@H:19]3[CH2:24][C@@H:23]4[C@@H:21]([CH2:22]4)[NH:20]3)[CH:15]=2)[CH:10]=1. The yield is 0.960. (6) The reactants are FC(F)(F)C(O)=O.[CH3:8][C:9]1[C:13]([CH3:14])=[C:12]([NH:15][C:16]([N:18]2[CH2:23][CH2:22][NH:21][CH2:20][CH2:19]2)=[O:17])[O:11][N:10]=1.Cl[C:25]1[S:29][N:28]=[C:27]([C:30]2[CH:35]=[CH:34][CH:33]=[CH:32][C:31]=2[F:36])[N:26]=1.C(N(CC)CC)C.CN(C)C=O. The catalyst is O. The product is [CH3:8][C:9]1[C:13]([CH3:14])=[C:12]([NH:15][C:16]([N:18]2[CH2:19][CH2:20][N:21]([C:25]3[S:29][N:28]=[C:27]([C:30]4[CH:35]=[CH:34][CH:33]=[CH:32][C:31]=4[F:36])[N:26]=3)[CH2:22][CH2:23]2)=[O:17])[O:11][N:10]=1. The yield is 0.155.